From a dataset of Forward reaction prediction with 1.9M reactions from USPTO patents (1976-2016). Predict the product of the given reaction. Given the reactants B(Br)(Br)Br.[Br:5][C:6]1[O:7][C:8]([C:11]2[CH:16]=[CH:15][CH:14]=[C:13]([O:17]C)[CH:12]=2)=[CH:9][N:10]=1, predict the reaction product. The product is: [Br:5][C:6]1[O:7][C:8]([C:11]2[CH:16]=[CH:15][CH:14]=[C:13]([OH:17])[CH:12]=2)=[CH:9][N:10]=1.